This data is from Catalyst prediction with 721,799 reactions and 888 catalyst types from USPTO. The task is: Predict which catalyst facilitates the given reaction. (1) Reactant: CC1C=CC(S(O[CH2:12][C@H:13]2[CH2:26][O:25][C:16]3[CH:17]=[CH:18][C:19]4[CH2:20][CH2:21][CH2:22][O:23][C:24]=4[C:15]=3[O:14]2)(=O)=O)=CC=1.C(=O)([O-])[O-].[K+].[K+].[F:33][C:34]1[CH:35]=[C:36]2[C:40](=[CH:41][CH:42]=1)[NH:39][CH:38]=[C:37]2[C:43]1[CH2:44][CH2:45][NH:46][CH2:47][CH:48]=1. Product: [F:33][C:34]1[CH:35]=[C:36]2[C:40](=[CH:41][CH:42]=1)[NH:39][CH:38]=[C:37]2[C:43]1[CH2:44][CH2:45][N:46]([CH2:12][CH:13]2[CH2:26][O:25][C:16]3[CH:17]=[CH:18][C:19]4[CH2:20][CH2:21][CH2:22][O:23][C:24]=4[C:15]=3[O:14]2)[CH2:47][CH:48]=1. The catalyst class is: 213. (2) Reactant: C([O:9][CH2:10][C@:11]12[CH2:46][CH2:45][C@@H:44]([C:47]([CH3:49])=[CH2:48])[C@@H:12]1[C@@H:13]1[C@@:26]([CH3:29])([CH2:27][CH2:28]2)[C@@:25]2([CH3:30])[C@@H:16]([C@:17]3([CH3:43])[C@@H:22]([CH2:23][CH2:24]2)[C:21]([CH3:32])([CH3:31])[C:20]([C:33]2[O:37][N:36]=[C:35]([C:38]([O:40]CC)=[O:39])[CH:34]=2)=[CH:19][CH2:18]3)[CH2:15][CH2:14]1)(=O)C1C=CC=CC=1.O.O.[OH-].[Li+]. Product: [OH:9][CH2:10][C@:11]12[CH2:46][CH2:45][C@@H:44]([C:47]([CH3:49])=[CH2:48])[C@@H:12]1[C@@H:13]1[C@@:26]([CH3:29])([CH2:27][CH2:28]2)[C@@:25]2([CH3:30])[C@@H:16]([C@:17]3([CH3:43])[C@@H:22]([CH2:23][CH2:24]2)[C:21]([CH3:31])([CH3:32])[C:20]([C:33]2[O:37][N:36]=[C:35]([C:38]([OH:40])=[O:39])[CH:34]=2)=[CH:19][CH2:18]3)[CH2:15][CH2:14]1. The catalyst class is: 393. (3) Reactant: [F:1][C:2]1[CH:7]=[C:6]([C:8]2[N:12]([CH3:13])[N:11]=[C:10]([C:14]([F:17])([F:16])[F:15])[CH:9]=2)[CH:5]=[CH:4][C:3]=1[NH2:18].[F:19][C:20]1[CH:28]=[CH:27][CH:26]=[C:25]([F:29])[C:21]=1[C:22](Cl)=[O:23].CCN(C(C)C)C(C)C.C([O-])(O)=O.[Na+].C(Cl)Cl. Product: [F:19][C:20]1[CH:28]=[CH:27][CH:26]=[C:25]([F:29])[C:21]=1[C:22]([NH:18][C:3]1[CH:4]=[CH:5][C:6]([C:8]2[N:12]([CH3:13])[N:11]=[C:10]([C:14]([F:15])([F:16])[F:17])[CH:9]=2)=[CH:7][C:2]=1[F:1])=[O:23]. The catalyst class is: 2. (4) The catalyst class is: 2. Product: [CH2:39]([NH:46][C:47](=[O:48])[NH:1][C@H:2]([C:19](=[O:31])[NH:20][C:21]1[CH:22]=[CH:23][CH:24]=[C:25]2[C:30]=1[N:29]=[CH:28][CH:27]=[CH:26]2)[CH2:3][CH2:4][CH2:5][CH2:6][NH:7][S:8]([NH:11][C:12](=[O:18])[O:13][C:14]([CH3:17])([CH3:16])[CH3:15])(=[O:9])=[O:10])[C:40]1[CH:45]=[CH:44][CH:43]=[CH:42][CH:41]=1. Reactant: [NH2:1][C@H:2]([C:19](=[O:31])[NH:20][C:21]1[CH:22]=[CH:23][CH:24]=[C:25]2[C:30]=1[N:29]=[CH:28][CH:27]=[CH:26]2)[CH2:3][CH2:4][CH2:5][CH2:6][NH:7][S:8]([NH:11][C:12](=[O:18])[O:13][C:14]([CH3:17])([CH3:16])[CH3:15])(=[O:10])=[O:9].CCN(CC)CC.[CH2:39]([N:46]=[C:47]=[O:48])[C:40]1[CH:45]=[CH:44][CH:43]=[CH:42][CH:41]=1. (5) Reactant: Cl.[CH:2]1([CH2:5][CH2:6][NH2:7])[CH2:4][CH2:3]1.C(N(C(C)C)CC)(C)C.[N:17]([C:20]1[CH:21]=[C:22]([C:26]2[N:30]=[C:29]([CH3:31])[O:28][N:27]=2)[CH:23]=[CH:24][CH:25]=1)=[C:18]=[O:19].[C:32](Cl)(=[O:37])[CH2:33][C:34](Cl)=[O:35]. Product: [CH:2]1([CH2:5][CH2:6][N:7]2[C:34](=[O:35])[CH2:33][C:32](=[O:37])[N:17]([C:20]3[CH:25]=[CH:24][CH:23]=[C:22]([C:26]4[N:30]=[C:29]([CH3:31])[O:28][N:27]=4)[CH:21]=3)[C:18]2=[O:19])[CH2:4][CH2:3]1. The catalyst class is: 22. (6) Reactant: [F:1][C:2]1[C:7]([F:8])=[CH:6][CH:5]=[CH:4][C:3]=1[C:9]1[N:17]=[C:12]2[CH:13]=[N:14][NH:15][CH:16]=[C:11]2[N:10]=1.Cl[CH2:19][C:20]1[CH:21]=[N:22][C:23]([C:26]2[CH:31]=[CH:30][C:29]([O:32][CH2:33][CH2:34][CH3:35])=[CH:28][C:27]=2[C:36]([F:39])([F:38])[F:37])=[N:24][CH:25]=1.C(=O)([O-])[O-].[K+].[K+].O. Product: [F:1][C:2]1[C:7]([F:8])=[CH:6][CH:5]=[CH:4][C:3]=1[C:9]1[N:17]=[C:12]2[CH:13]=[N:14][N:15]([CH2:19][C:20]3[CH:25]=[N:24][C:23]([C:26]4[CH:31]=[CH:30][C:29]([O:32][CH2:33][CH2:34][CH3:35])=[CH:28][C:27]=4[C:36]([F:39])([F:38])[F:37])=[N:22][CH:21]=3)[CH:16]=[C:11]2[N:10]=1. The catalyst class is: 3.